From a dataset of Full USPTO retrosynthesis dataset with 1.9M reactions from patents (1976-2016). Predict the reactants needed to synthesize the given product. Given the product [CH3:1][NH:2][C:3]1([C:16]([O:18][C:19]([CH3:22])([CH3:21])[CH3:20])=[O:15])[C:11]2[C:6](=[CH:7][CH:8]=[C:9]([N+:12]([O-:14])=[O:13])[CH:10]=2)[NH:5][NH:4]1, predict the reactants needed to synthesize it. The reactants are: [CH3:1][NH:2][C:3]1[C:11]2[C:6](=[CH:7][CH:8]=[C:9]([N+:12]([O-:14])=[O:13])[CH:10]=2)[NH:5][N:4]=1.[O:15](C(OC(C)(C)C)=O)[C:16]([O:18][C:19]([CH3:22])([CH3:21])[CH3:20])=O.C(=O)(O)[O-].[Na+].